This data is from TCR-epitope binding with 47,182 pairs between 192 epitopes and 23,139 TCRs. The task is: Binary Classification. Given a T-cell receptor sequence (or CDR3 region) and an epitope sequence, predict whether binding occurs between them. (1) The epitope is ALLADKFPV. The TCR CDR3 sequence is CASSPSVTEQFF. Result: 0 (the TCR does not bind to the epitope). (2) The epitope is ITEEVGHTDLMAAY. The TCR CDR3 sequence is CASSAPTGRTYNEQFF. Result: 1 (the TCR binds to the epitope).